Dataset: Forward reaction prediction with 1.9M reactions from USPTO patents (1976-2016). Task: Predict the product of the given reaction. (1) Given the reactants [CH3:1][O:2][C:3]([C:5]1[S:13][C:8]2=[N:9][CH:10]=[CH:11][CH:12]=[C:7]2[C:6]=1[O:14][CH2:15][C:16]([O:18]C(C)(C)C)=[O:17])=[O:4], predict the reaction product. The product is: [CH3:1][O:2][C:3]([C:5]1[S:13][C:8]2=[N:9][CH:10]=[CH:11][CH:12]=[C:7]2[C:6]=1[O:14][CH2:15][C:16]([OH:18])=[O:17])=[O:4]. (2) The product is: [NH2:26][C:22]1[N:21]=[C:20]([NH:19][CH2:2][C:3]2[C:8]([CH2:9][CH3:10])=[C:7]([CH2:11][NH:19][C:20]3[CH:25]=[CH:24][CH:23]=[C:22]([NH2:26])[N:21]=3)[C:6]([CH2:13][CH3:14])=[C:5]([CH2:15][NH:19][C:20]3[CH:25]=[CH:24][CH:23]=[C:22]([NH2:26])[N:21]=3)[C:4]=2[CH2:17][CH3:18])[CH:25]=[CH:24][CH:23]=1. Given the reactants Br[CH2:2][C:3]1[C:8]([CH2:9][CH3:10])=[C:7]([CH2:11]Br)[C:6]([CH2:13][CH3:14])=[C:5]([CH2:15]Br)[C:4]=1[CH2:17][CH3:18].[NH2:19][C:20]1[CH:25]=[CH:24][CH:23]=[C:22]([NH2:26])[N:21]=1.C([O-])([O-])=O.[K+].[K+], predict the reaction product. (3) Given the reactants [F:1][CH:2]([F:25])[O:3][C:4]1[CH:24]=[CH:23][C:7]2[NH:8][C:9]([S:11][CH2:12][C:13]3[C:18]([O:19][CH3:20])=[C:17]([O:21][CH3:22])[CH:16]=[CH:15][N:14]=3)=[N:10][C:6]=2[CH:5]=1.[OH-].[Na+].[O-:28]S([O-])(=S)=O.[Na+].[Na+].C(O)(=O)C, predict the reaction product. The product is: [CH3:22][O:21][C:17]1[CH:16]=[CH:15][N:14]=[C:13]([CH2:12][S+:11]([O-:28])[C:9]2[NH:8][C:7]3[CH:23]=[CH:24][C:4]([O:3][CH:2]([F:1])[F:25])=[CH:5][C:6]=3[N:10]=2)[C:18]=1[O:19][CH3:20]. (4) Given the reactants CON(C)[C:4](=[O:16])[CH:5]([C:10]1[CH:15]=[CH:14][CH:13]=[CH:12][CH:11]=1)[CH2:6][CH:7]([CH3:9])[CH3:8].[CH2:18]1COCC1, predict the reaction product. The product is: [CH3:8][CH:7]([CH3:9])[CH2:6][CH:5]([C:10]1[CH:15]=[CH:14][CH:13]=[CH:12][CH:11]=1)[C:4](=[O:16])[CH3:18]. (5) Given the reactants C[Si]([C:5]#[N:6])(C)C.Cl.[CH3:8][S:9]([C:12]1[CH:17]=[CH:16][C:15]([NH2:18])=[CH:14][CH:13]=1)(=[O:11])=[O:10].[C:19]1(=O)[CH2:22][CH2:21][CH2:20]1.S([O-])([O-])(=O)=O.[Na+].[Na+], predict the reaction product. The product is: [CH3:8][S:9]([C:12]1[CH:17]=[CH:16][C:15]([NH:18][C:19]2([C:5]#[N:6])[CH2:22][CH2:21][CH2:20]2)=[CH:14][CH:13]=1)(=[O:10])=[O:11].